Dataset: Forward reaction prediction with 1.9M reactions from USPTO patents (1976-2016). Task: Predict the product of the given reaction. (1) The product is: [C:19]([O:18][C:16](=[O:17])[NH:23][CH2:24][CH2:25][N:6]1[N:7]=[N:8][C:4]([CH:1]2[CH2:3][CH2:2]2)=[N:5]1)([CH3:22])([CH3:21])[CH3:20]. Given the reactants [CH:1]1([C:4]2[N:5]=[N:6][NH:7][N:8]=2)[CH2:3][CH2:2]1.C(N(CC)CC)C.[C:16]([NH:23][CH2:24][CH2:25]Br)([O:18][C:19]([CH3:22])([CH3:21])[CH3:20])=[O:17], predict the reaction product. (2) Given the reactants [NH2:1][CH2:2][C:3]1[CH:19]=[CH:18][C:6]([O:7][C:8]2[CH:17]=[CH:16][C:11]3[B:12]([OH:15])[O:13][CH2:14][C:10]=3[CH:9]=2)=[CH:5][CH:4]=1.[CH:20]1([CH:26]=O)[CH2:25][CH2:24][CH2:23][CH2:22][CH2:21]1.[BH4-].[Na+].Cl, predict the reaction product. The product is: [CH:20]1([CH2:26][NH:1][CH2:2][C:3]2[CH:19]=[CH:18][C:6]([O:7][C:8]3[CH:17]=[CH:16][C:11]4[B:12]([OH:15])[O:13][CH2:14][C:10]=4[CH:9]=3)=[CH:5][CH:4]=2)[CH2:25][CH2:24][CH2:23][CH2:22][CH2:21]1. (3) Given the reactants FC1[CH:15]=[C:14]2[C:5]([NH:6][C:7]3[N:8]=[CH:9][CH:10]=[CH:11][C:12]=3[C:13]2([O:19][CH2:20][CH:21]2[CH2:23][CH2:22]2)[CH:16]([F:18])[F:17])=[CH:4][CH:3]=1.C1C=C(Cl)C=C(C(OO)=[O:32])C=1.[CH2:35]([Cl:37])Cl, predict the reaction product. The product is: [Cl:37][C:35]1[CH:3]=[CH:4][C:5]2[NH:6][C:7]3[C:12]([C:13]([O:19][CH2:20][CH:21]4[CH2:23][CH2:22]4)([CH:16]([F:18])[F:17])[C:14]=2[CH:15]=1)=[CH:11][CH:10]=[CH:9][N+:8]=3[O-:32]. (4) Given the reactants [H-].C([Al+]CC(C)C)C(C)C.C([O:13][C:14]([C:16]1[S:17][C:18]([C:22]2[CH2:26][C:25]([C:31]3[CH:36]=[C:35]([Cl:37])[CH:34]=[C:33]([Cl:38])[CH:32]=3)([C:27]([F:30])([F:29])[F:28])[O:24][N:23]=2)=[CH:19][C:20]=1[CH3:21])=O)C, predict the reaction product. The product is: [Cl:38][C:33]1[CH:32]=[C:31]([C:25]2([C:27]([F:28])([F:30])[F:29])[O:24][N:23]=[C:22]([C:18]3[S:17][C:16]([CH2:14][OH:13])=[C:20]([CH3:21])[CH:19]=3)[CH2:26]2)[CH:36]=[C:35]([Cl:37])[CH:34]=1. (5) Given the reactants Cl[C:2]1[N:7]=[C:6]([CH2:8][N:9]2[C:17](=[O:18])[C:16]3[C:11](=[CH:12][CH:13]=[CH:14][CH:15]=3)[C:10]2=[O:19])[C:5]([C:20]([O:22][CH2:23][CH3:24])=[O:21])=[C:4]([NH:25][C:26]2[CH:27]=[C:28]([CH3:32])[CH:29]=[CH:30][CH:31]=2)[N:3]=1.[NH2:33][C@@H:34]1[CH2:39][CH2:38][CH2:37][CH2:36][C@@H:35]1[NH:40][C:41](=[O:47])[O:42][C:43]([CH3:46])([CH3:45])[CH3:44].CCN(CC)CC.C([O-])(O)=O.[Na+], predict the reaction product. The product is: [C:43]([O:42][C:41]([NH:40][C@H:35]1[CH2:36][CH2:37][CH2:38][CH2:39][C@H:34]1[NH:33][C:2]1[N:7]=[C:6]([CH2:8][N:9]2[C:17](=[O:18])[C:16]3[C:11](=[CH:12][CH:13]=[CH:14][CH:15]=3)[C:10]2=[O:19])[C:5]([C:20]([O:22][CH2:23][CH3:24])=[O:21])=[C:4]([NH:25][C:26]2[CH:27]=[C:28]([CH3:32])[CH:29]=[CH:30][CH:31]=2)[N:3]=1)=[O:47])([CH3:46])([CH3:44])[CH3:45]. (6) Given the reactants [OH:1][CH2:2][C:3]1([C:7]([N:9]2[C@@H:15]([CH3:16])[C:14]3[CH:17]=[CH:18][C:19]([C:21]([O:23][CH2:24][CH3:25])=[O:22])=[CH:20][C:13]=3[O:12][CH2:11][CH2:10]2)=[O:8])[CH2:6][O:5][CH2:4]1.[H-].[Na+].I[CH3:29], predict the reaction product. The product is: [CH3:29][O:1][CH2:2][C:3]1([C:7]([N:9]2[C@@H:15]([CH3:16])[C:14]3[CH:17]=[CH:18][C:19]([C:21]([O:23][CH2:24][CH3:25])=[O:22])=[CH:20][C:13]=3[O:12][CH2:11][CH2:10]2)=[O:8])[CH2:4][O:5][CH2:6]1. (7) Given the reactants [OH:1][NH:2][C:3](=[NH:14])[C:4]1[CH:9]=[CH:8][C:7]([O:10][CH3:11])=[CH:6][C:5]=1[O:12][CH3:13].[CH3:15][C:16]1([CH3:29])[C@@H:18]2[CH2:19][C:20]3[C:24]([C@H:17]12)=[C:23]([CH3:25])[S:22][C:21]=3[C:26](O)=O.CN(C(ON1N=NC2C=CC=CC1=2)=[N+](C)C)C.[B-](F)(F)(F)F.CCN(C(C)C)C(C)C, predict the reaction product. The product is: [CH3:13][O:12][C:5]1[CH:6]=[C:7]([O:10][CH3:11])[CH:8]=[CH:9][C:4]=1[C:3]1[N:14]=[C:26]([C:21]2[S:22][C:23]([CH3:25])=[C:24]3[C:20]=2[CH2:19][C@H:18]2[C:16]([CH3:29])([CH3:15])[C@H:17]23)[O:1][N:2]=1.